Dataset: Full USPTO retrosynthesis dataset with 1.9M reactions from patents (1976-2016). Task: Predict the reactants needed to synthesize the given product. Given the product [NH:24]1[C:25]([C:26]2[CH:31]=[C:30]([C:2]3[CH:20]=[CH:19][CH:18]=[C:4]([CH2:5][O:6][C:7]4[CH:12]=[CH:11][CH:10]=[CH:9][C:8]=4[CH2:13][C:14]([OH:16])=[O:15])[CH:3]=3)[CH:29]=[CH:28][CH:27]=2)=[N:21][N:22]=[N:23]1, predict the reactants needed to synthesize it. The reactants are: Br[C:2]1[CH:3]=[C:4]([CH:18]=[CH:19][CH:20]=1)[CH2:5][O:6][C:7]1[CH:12]=[CH:11][CH:10]=[CH:9][C:8]=1[CH2:13][C:14]([O:16]C)=[O:15].[NH:21]1[C:25]([C:26]2[CH:27]=[C:28](B(O)O)[CH:29]=[CH:30][CH:31]=2)=[N:24][N:23]=[N:22]1.[O-]P([O-])([O-])=O.[K+].[K+].[K+].